From a dataset of Full USPTO retrosynthesis dataset with 1.9M reactions from patents (1976-2016). Predict the reactants needed to synthesize the given product. (1) Given the product [Cl:37][C:27]1[C:26]([C:24]([NH:23][CH2:16][CH2:17][CH3:18])=[O:25])=[CH:31][N:30]=[C:29]2[N:32]([CH2:35][CH3:36])[N:33]=[CH:34][C:28]=12, predict the reactants needed to synthesize it. The reactants are: ClC1C(C(O)=O)=CN=C2N(CC)N=CC=12.[CH2:16]([NH:23][C:24]([C:26]1[C:27]([Cl:37])=[C:28]2[CH:34]=[N:33][N:32]([CH2:35][CH3:36])[C:29]2=[N:30][CH:31]=1)=[O:25])[C:17]1C=CC=C[CH:18]=1.CCN(C(C)C)C(C)C.C(N)CC. (2) Given the product [Cl:1][C:2]1[CH:3]=[C:4]([NH:10][C@H:11]([CH2:20][N:21]([CH2:34][CH3:35])[S:22]([C:25]2[CH:30]=[CH:29][CH:28]=[CH:27][C:26]=2[N+:31]([O-:33])=[O:32])(=[O:23])=[O:24])[CH2:12][C:13]([O:15][C:16]([CH3:18])([CH3:19])[CH3:17])=[O:14])[CH:5]=[CH:6][C:7]=1[C:8]#[N:9], predict the reactants needed to synthesize it. The reactants are: [Cl:1][C:2]1[CH:3]=[C:4]([NH:10][C@H:11]([CH2:20][NH:21][S:22]([C:25]2[CH:30]=[CH:29][CH:28]=[CH:27][C:26]=2[N+:31]([O-:33])=[O:32])(=[O:24])=[O:23])[CH2:12][C:13]([O:15][C:16]([CH3:19])([CH3:18])[CH3:17])=[O:14])[CH:5]=[CH:6][C:7]=1[C:8]#[N:9].[CH2:34](I)[CH3:35].C([O-])([O-])=O.[K+].[K+]. (3) Given the product [CH3:24][O:25][C:26](=[O:29])[CH2:27][O:22][C:18]1[CH:17]=[C:16]([C:10]([OH:15])([C:11]([F:14])([F:13])[F:12])[CH:9]([C:3]2[CH:4]=[CH:5][C:6]([Cl:8])=[CH:7][C:2]=2[Cl:1])[CH3:23])[CH:21]=[CH:20][N:19]=1, predict the reactants needed to synthesize it. The reactants are: [Cl:1][C:2]1[CH:7]=[C:6]([Cl:8])[CH:5]=[CH:4][C:3]=1[CH:9]([CH3:23])[C:10]([C:16]1[CH:21]=[CH:20][NH:19][C:18](=[O:22])[CH:17]=1)([OH:15])[C:11]([F:14])([F:13])[F:12].[CH3:24][O:25][C:26](=[O:29])[CH2:27]Br. (4) Given the product [F:42][C:43]([F:48])([F:47])[C:44]([OH:46])=[O:45].[NH2:25][CH2:24][CH2:23][CH2:22][CH2:21][C@H:17]([O:16][P:14]([C@@H:12]([NH:11][C:9]([O:8][CH2:1][C:2]1[CH:3]=[CH:4][CH:5]=[CH:6][CH:7]=1)=[O:10])[CH3:13])([OH:33])=[O:15])[C:18]([OH:20])=[O:19], predict the reactants needed to synthesize it. The reactants are: [CH2:1]([O:8][C:9]([NH:11][C@H:12]([P:14]([OH:33])([O:16][C@@H:17]([CH2:21][CH2:22][CH2:23][CH2:24][NH:25]C(OC(C)(C)C)=O)[C:18]([OH:20])=[O:19])=[O:15])[CH3:13])=[O:10])[C:2]1[CH:7]=[CH:6][CH:5]=[CH:4][CH:3]=1.C1(OC)C=CC=CC=1.[F:42][C:43]([F:48])([F:47])[C:44]([OH:46])=[O:45]. (5) Given the product [NH2:1][C:2]1[CH:3]=[CH:4][CH:5]=[C:6]2[C:11]=1[CH2:10][CH:9]([OH:12])[CH2:8][CH2:7]2, predict the reactants needed to synthesize it. The reactants are: [NH2:1][C:2]1[CH:3]=[CH:4][CH:5]=[C:6]2[C:11]=1[CH:10]=[C:9]([OH:12])[CH:8]=[CH:7]2.CC(OC(OC(OC(C)(C)C)=O)=O)(C)C.C(OCC)(=O)C.CCCCCC. (6) Given the product [CH2:19]([O:18][C:15]1[CH:14]=[CH:13][C:12]([S:10]([CH:4]([C:3](=[O:23])[NH:2][OH:1])[CH2:5][CH2:6][CH2:7][CH2:8][NH:9][C:24]([C:25]2[CH:34]=[CH:33][C:32]3[C:27](=[CH:28][CH:29]=[CH:30][CH:31]=3)[N:26]=2)=[O:35])=[O:11])=[CH:17][CH:16]=1)[C:20]#[C:21][CH3:22], predict the reactants needed to synthesize it. The reactants are: [OH:1][NH:2][C:3](=[O:23])[CH:4]([S:10]([C:12]1[CH:17]=[CH:16][C:15]([O:18][CH2:19][C:20]#[C:21][CH3:22])=[CH:14][CH:13]=1)=[O:11])[CH2:5][CH2:6][CH2:7][CH2:8][NH2:9].[C:24](O)(=[O:35])[C:25]1[CH:34]=[CH:33][C:32]2[C:27](=[CH:28][CH:29]=[CH:30][CH:31]=2)[N:26]=1.